This data is from Full USPTO retrosynthesis dataset with 1.9M reactions from patents (1976-2016). The task is: Predict the reactants needed to synthesize the given product. (1) The reactants are: [Cl:1][C:2]1[CH:7]=[C:6](I)[CH:5]=[C:4]([Cl:9])[C:3]=1[O:10][CH:11]([CH3:13])[CH3:12].[CH3:14][C:15]1([CH3:31])[C:19]([CH3:21])([CH3:20])[O:18][B:17]([B:17]2[O:18][C:19]([CH3:21])([CH3:20])[C:15]([CH3:31])([CH3:14])[O:16]2)[O:16]1.C([O-])(=O)C.[K+]. Given the product [Cl:1][C:2]1[CH:7]=[C:6]([B:17]2[O:18][C:19]([CH3:21])([CH3:20])[C:15]([CH3:31])([CH3:14])[O:16]2)[CH:5]=[C:4]([Cl:9])[C:3]=1[O:10][CH:11]([CH3:13])[CH3:12], predict the reactants needed to synthesize it. (2) Given the product [CH2:1]([O:2][C:3]([C:5]12[CH2:6][CH2:7][C:8]([CH2:13][OH:44])([CH2:9][CH2:10]1)[CH2:11][CH2:12]2)=[O:4])[C:37]1[CH:42]=[CH:41][CH:40]=[CH:39][CH:38]=1, predict the reactants needed to synthesize it. The reactants are: [CH3:1][O:2][C:3]([C:5]12[CH2:12][CH2:11][C:8]([C:13]3NC4C(=O)N(CCC)C(=O)N(CCC)C=4N=3)([CH2:9][CH2:10]1)[CH2:7][CH2:6]2)=[O:4].C(=O)([O-])[O-].[K+].[K+].C(Br)[C:37]1[CH:42]=[CH:41][CH:40]=[CH:39][CH:38]=1.[OH2:44].